This data is from Full USPTO retrosynthesis dataset with 1.9M reactions from patents (1976-2016). The task is: Predict the reactants needed to synthesize the given product. (1) Given the product [CH:1]1([N:4]([CH2:29][C:30]2[CH:35]=[C:34]([CH2:36][CH2:37][CH2:38][O:39][CH3:40])[CH:33]=[C:32]([O:41][CH2:42][CH2:43][O:44][CH3:45])[CH:31]=2)[C:5]([CH:7]2[C:12]([OH:21])([C:13]3[CH:18]=[CH:17][C:16](=[O:19])[N:15]([CH3:20])[CH:14]=3)[CH2:11][CH2:10][NH:9][CH2:8]2)=[O:6])[CH2:2][CH2:3]1, predict the reactants needed to synthesize it. The reactants are: [CH:1]1([N:4]([CH2:29][C:30]2[CH:35]=[C:34]([CH2:36][CH2:37][CH2:38][O:39][CH3:40])[CH:33]=[C:32]([O:41][CH2:42][CH2:43][O:44][CH3:45])[CH:31]=2)[C:5]([C@@H:7]2[C@@:12]([OH:21])([C:13]3[CH:18]=[CH:17][C:16](=[O:19])[N:15]([CH3:20])[CH:14]=3)[CH2:11][CH2:10][N:9](C(OC(C)(C)C)=O)[CH2:8]2)=[O:6])[CH2:3][CH2:2]1.Cl. (2) Given the product [C:11]([C:9]1[CH:8]=[C:7]2[C:3]([CH:4]=[CH:5][NH:6]2)=[C:2]([C:42]2[CH:41]=[C:40]3[C:36]([CH:37]=[N:38][NH:39]3)=[C:35]([NH:34][C:32]([C:28]3[C:29]([CH3:31])=[CH:30][N:26]([CH3:25])[N:27]=3)=[O:33])[CH:43]=2)[CH:10]=1)#[N:12], predict the reactants needed to synthesize it. The reactants are: Br[C:2]1[CH:10]=[C:9]([C:11]#[N:12])[CH:8]=[C:7]2[C:3]=1[CH:4]=[CH:5][N:6]2S(C1C=CC([N+]([O-])=O)=CC=1)(=O)=O.[CH3:25][N:26]1[CH:30]=[C:29]([CH3:31])[C:28]([C:32]([NH:34][C:35]2[CH:43]=[C:42]([Sn](C)(C)C)[CH:41]=[C:40]3[C:36]=2[CH:37]=[N:38][N:39]3S(C2C=CC=CC=2)(=O)=O)=[O:33])=[N:27]1. (3) Given the product [F:1][C:2]1[CH:19]=[CH:18][CH:17]=[CH:16][C:3]=1[CH2:4][N:5]1[C:9]2[CH2:10][CH2:11][CH2:12][C:8]=2[C:7]([C:13]2[N:14]=[C:25]([NH2:26])[C:22]([O:21][CH3:20])=[C:23]([NH2:24])[N:15]=2)=[N:6]1, predict the reactants needed to synthesize it. The reactants are: [F:1][C:2]1[CH:19]=[CH:18][CH:17]=[CH:16][C:3]=1[CH2:4][N:5]1[C:9]2[CH2:10][CH2:11][CH2:12][C:8]=2[C:7]([C:13](=[NH:15])[NH2:14])=[N:6]1.[CH3:20][O:21][CH:22]([C:25]#[N:26])[C:23]#[N:24].O. (4) Given the product [CH3:16][C:17]1[N:21]([CH2:22][C:23]([N:25]2[CH2:30][CH2:29][CH:28]([C:31]3[S:33][CH:2]=[C:3]([C:5]4[CH2:9][CH:8]([CH2:10][C:11]([OH:13])=[O:12])[O:7][N:6]=4)[N:32]=3)[CH2:27][CH2:26]2)=[O:24])[N:20]=[C:19]([C:34]([F:37])([F:35])[F:36])[CH:18]=1, predict the reactants needed to synthesize it. The reactants are: Cl[CH2:2][C:3]([C:5]1[CH2:9][CH:8]([CH2:10][C:11]([OH:13])=[O:12])[O:7][N:6]=1)=O.[Br-].[Na+].[CH3:16][C:17]1[N:21]([CH2:22][C:23]([N:25]2[CH2:30][CH2:29][CH:28]([C:31](=[S:33])[NH2:32])[CH2:27][CH2:26]2)=[O:24])[N:20]=[C:19]([C:34]([F:37])([F:36])[F:35])[CH:18]=1. (5) Given the product [C:21]([CH:18]1[CH2:19][CH2:20][CH:15]([C:9]2[CH:14]=[CH:13][C:12]([C:30](=[O:31])[CH3:29])=[CH:11][CH:10]=2)[CH2:16][CH2:17]1)(=[O:23])[CH3:22], predict the reactants needed to synthesize it. The reactants are: [Li+].CC([N-]C(C)C)C.[C:9]1([CH:15]2[CH2:20][CH2:19][CH:18]([C:21](=[O:23])[CH3:22])[CH2:17][CH2:16]2)[CH:14]=[CH:13][CH:12]=[CH:11][CH:10]=1.BrCCCl.C1C[O:31][CH2:30][CH2:29]1.